The task is: Predict which catalyst facilitates the given reaction.. This data is from Catalyst prediction with 721,799 reactions and 888 catalyst types from USPTO. (1) Reactant: [OH-].[K+].[N:3]([C:6]1([CH3:19])[CH2:11][CH2:10][N:9]([C:12]([O:14][C:15]([CH3:18])([CH3:17])[CH3:16])=[O:13])[CH2:8][CH2:7]1)=C=O. Product: [NH2:3][C:6]1([CH3:19])[CH2:7][CH2:8][N:9]([C:12]([O:14][C:15]([CH3:18])([CH3:17])[CH3:16])=[O:13])[CH2:10][CH2:11]1. The catalyst class is: 30. (2) Reactant: [Cl:1][C:2]1[N:7]=[C:6]([NH2:8])[C:5]([NH2:9])=[CH:4][CH:3]=1.S(=O)(=O)(O)O.[N:15]([O-])=O.[Na+]. Product: [Cl:1][C:2]1[N:7]=[C:6]2[N:8]=[N:15][NH:9][C:5]2=[CH:4][CH:3]=1. The catalyst class is: 6. (3) Reactant: [Cl:1][C:2]1[CH:3]=[CH:4][C:5]([O:15][CH2:16][C:17]2[CH:22]=[CH:21][CH:20]=[C:19]([F:23])[C:18]=2[F:24])=[C:6]([C:8](=O)[CH2:9][CH2:10][C:11](=O)[CH3:12])[CH:7]=1.[NH2:25][C:26]1[CH:27]=[C:28]([CH:32]=[C:33]([NH:35][C:36](=[O:38])[CH3:37])[CH:34]=1)[C:29]([OH:31])=[O:30].CC1C=CC(S(O)(=O)=O)=CC=1. Product: [Cl:1][C:2]1[CH:3]=[CH:4][C:5]([O:15][CH2:16][C:17]2[CH:22]=[CH:21][CH:20]=[C:19]([F:23])[C:18]=2[F:24])=[C:6]([C:8]2[N:25]([C:26]3[CH:27]=[C:28]([CH:32]=[C:33]([NH:35][C:36](=[O:38])[CH3:37])[CH:34]=3)[C:29]([OH:31])=[O:30])[C:11]([CH3:12])=[CH:10][CH:9]=2)[CH:7]=1. The catalyst class is: 291. (4) Reactant: [C:1]([O:5][C:6](=[O:16])[CH:7]([NH2:15])[CH2:8][C:9]1[CH:14]=[CH:13][CH:12]=[CH:11][CH:10]=1)([CH3:4])([CH3:3])[CH3:2].[Br:17][C:18]1[CH:22]=[CH:21][S:20][C:19]=1[CH:23]=O.C([BH3-])#N.[Na+].C(=O)(O)[O-].[Na+]. Product: [C:1]([O:5][C:6](=[O:16])[CH:7]([NH:15][CH2:23][C:19]1[S:20][CH:21]=[CH:22][C:18]=1[Br:17])[CH2:8][C:9]1[CH:14]=[CH:13][CH:12]=[CH:11][CH:10]=1)([CH3:4])([CH3:2])[CH3:3]. The catalyst class is: 212.